Dataset: TCR-epitope binding with 47,182 pairs between 192 epitopes and 23,139 TCRs. Task: Binary Classification. Given a T-cell receptor sequence (or CDR3 region) and an epitope sequence, predict whether binding occurs between them. (1) The epitope is ISPRTLNAW. Result: 1 (the TCR binds to the epitope). The TCR CDR3 sequence is CASSLRGGGASYNEQFF. (2) The epitope is GLNKIVRMY. The TCR CDR3 sequence is CATSIESSYEQYF. Result: 0 (the TCR does not bind to the epitope). (3) The epitope is TLVPQEHYV. The TCR CDR3 sequence is CASSTKDSHQETQYF. Result: 0 (the TCR does not bind to the epitope). (4) The epitope is ALSKGVHFV. The TCR CDR3 sequence is CASSLASGGALYNEQFF. Result: 0 (the TCR does not bind to the epitope). (5) The epitope is LLWNGPMAV. The TCR CDR3 sequence is CSAPQRRETQYF. Result: 1 (the TCR binds to the epitope). (6) The epitope is HPKVSSEVHI. Result: 1 (the TCR binds to the epitope). The TCR CDR3 sequence is CSATSRRGGREQYF. (7) Result: 1 (the TCR binds to the epitope). The epitope is KLSYGIATV. The TCR CDR3 sequence is CSADQGYEQYF. (8) The epitope is LPPIVAKEI. The TCR CDR3 sequence is CAISDEGRNTEAFF. Result: 0 (the TCR does not bind to the epitope).